From a dataset of Full USPTO retrosynthesis dataset with 1.9M reactions from patents (1976-2016). Predict the reactants needed to synthesize the given product. (1) Given the product [C:37]([NH:36][C@@H:33]1[CH2:34][CH2:35][C@H:30]([O:29][C:10]2[CH:11]=[C:12]3[C:17](=[CH:18][C:9]=2[S:45]([Cl:49])(=[O:47])=[O:46])[C:16](=[O:19])[N:15]([CH2:20][C:21]2[CH:26]=[CH:25][C:24]([O:27][CH3:28])=[CH:23][CH:22]=2)[CH:14]=[C:13]3[Cl:50])[CH2:31][CH2:32]1)(=[O:39])[CH3:38], predict the reactants needed to synthesize it. The reactants are: C(S[C:9]1[CH:18]=[C:17]2[C:12]([CH:13]=[CH:14][N:15]([CH2:20][C:21]3[CH:26]=[CH:25][C:24]([O:27][CH3:28])=[CH:23][CH:22]=3)[C:16]2=[O:19])=[CH:11][C:10]=1[O:29][C@@H:30]1[CH2:35][CH2:34][C@H:33]([NH:36][C:37](=[O:39])[CH3:38])[CH2:32][CH2:31]1)C1C=CC=CC=1.C(O)(=O)C.O.[S:45]([Cl:49])(Cl)(=[O:47])=[O:46].[Cl:50]CCl. (2) Given the product [F:19][C:20]1[CH:27]=[CH:26][C:23]([CH2:24][NH:25][C:8]([C:7]2[C:2]([OH:1])=[C:3]3[S:15][C:14]([CH2:16][OH:17])=[C:13]([CH3:18])[C:4]3=[N:5][CH:6]=2)=[O:10])=[CH:22][CH:21]=1, predict the reactants needed to synthesize it. The reactants are: [OH:1][C:2]1[C:7]([C:8]([O:10]CC)=O)=[CH:6][N:5]=[C:4]2[C:13]([CH3:18])=[C:14]([CH2:16][OH:17])[S:15][C:3]=12.[F:19][C:20]1[CH:27]=[CH:26][C:23]([CH2:24][NH2:25])=[CH:22][CH:21]=1. (3) The reactants are: C(O[C:6]([NH:8][C@H:9]([C:11]1[C:20]([C:21]([OH:23])=[O:22])=[CH:19][C:18]2[C:13](=[C:14]([F:24])[CH:15]=[CH:16][CH:17]=2)[N:12]=1)[CH3:10])=O)(C)(C)C.FC(F)(F)C(O)=O.CCN(C(C)C)C(C)C.[NH2:41][C:42]1[C:47]([C:48]#[N:49])=C(Cl)[N:45]=[CH:44][N:43]=1. Given the product [NH2:41][C:42]1[N:43]=[CH:44][N:45]=[C:6]([NH:8][C@H:9]([C:11]2[C:20]([C:21]([OH:23])=[O:22])=[CH:19][C:18]3[C:13](=[C:14]([F:24])[CH:15]=[CH:16][CH:17]=3)[N:12]=2)[CH3:10])[C:47]=1[C:48]#[N:49], predict the reactants needed to synthesize it. (4) Given the product [CH3:24][C:19]1([CH3:25])[C:20]([CH3:23])([CH3:22])[O:21][B:17]([C:2]2[CH:3]=[N:4][C:5]([N:8]3[CH2:12][CH2:11][CH2:10][C@H:9]3[C:13]([F:16])([F:15])[F:14])=[N:6][CH:7]=2)[O:18]1, predict the reactants needed to synthesize it. The reactants are: Br[C:2]1[CH:3]=[N:4][C:5]([N:8]2[CH2:12][CH2:11][CH2:10][C@H:9]2[C:13]([F:16])([F:15])[F:14])=[N:6][CH:7]=1.[B:17]1([B:17]2[O:21][C:20]([CH3:23])([CH3:22])[C:19]([CH3:25])([CH3:24])[O:18]2)[O:21][C:20]([CH3:23])([CH3:22])[C:19]([CH3:25])([CH3:24])[O:18]1.C([O-])(=O)C.[K+]. (5) Given the product [Cl:1][C:2]1[CH:3]=[C:4]([CH:17]=[CH:18][C:19]=1[Cl:20])[CH2:5][C:6]1[NH:7][C:8](=[O:16])[C:9]([C:14]#[N:15])=[C:10]([N:21]2[CH2:26][CH2:25][CH2:24][CH2:23][CH2:22]2)[N:11]=1, predict the reactants needed to synthesize it. The reactants are: [Cl:1][C:2]1[CH:3]=[C:4]([CH:17]=[CH:18][C:19]=1[Cl:20])[CH2:5][C:6]1[NH:7][C:8](=[O:16])[C:9]([C:14]#[N:15])=[C:10](SC)[N:11]=1.[NH:21]1[CH2:26][CH2:25][CH2:24][CH2:23][CH2:22]1. (6) Given the product [C:2]([OH:33])(=[O:32])[CH2:3][CH2:4][C@H:5]([NH:9][C:10]([C:12]1[CH:13]=[CH:14][C:15]([NH:16][CH2:17][CH:18]2[NH:29][C:28]3[C:26](=[O:27])[NH:25][C:23]([NH2:24])=[N:22][C:21]=3[NH:20][CH2:19]2)=[CH:30][CH:31]=1)=[O:11])[C:6]([OH:8])=[O:7], predict the reactants needed to synthesize it. The reactants are: Cl.[C:2]([OH:33])(=[O:32])[CH2:3][CH2:4][C@H:5]([NH:9][C:10]([C:12]1[CH:31]=[CH:30][C:15]([NH:16][CH2:17][C@H:18]2[NH:29][C:28]3[C:26](=[O:27])[NH:25][C:23]([NH2:24])=[N:22][C:21]=3[NH:20][CH2:19]2)=[CH:14][CH:13]=1)=[O:11])[C:6]([OH:8])=[O:7]. (7) Given the product [NH:7]1[C:8]2[C:13](=[CH:12][CH:11]=[CH:10][CH:9]=2)[C:5]([C:3](=[O:4])[CH:2]([C:14]2[CH:19]=[CH:18][CH:17]=[CH:16][CH:15]=2)[NH:20][C:21]2[CH:22]=[N:23][CH:24]=[CH:25][CH:26]=2)=[CH:6]1, predict the reactants needed to synthesize it. The reactants are: Cl[CH:2]([C:14]1[CH:19]=[CH:18][CH:17]=[CH:16][CH:15]=1)[C:3]([C:5]1[C:13]2[C:8](=[CH:9][CH:10]=[CH:11][CH:12]=2)[NH:7][CH:6]=1)=[O:4].[NH2:20][C:21]1[CH:22]=[N:23][CH:24]=[CH:25][CH:26]=1.CCN(C(C)C)C(C)C. (8) Given the product [F:14][C:7]1[CH:8]=[C:9]([F:13])[CH:10]=[C:11]([F:12])[C:6]=1[CH:5]([NH:4][CH2:3][C:2]([F:1])([F:19])[C:15]([F:16])([F:17])[F:18])[C:24]#[N:25], predict the reactants needed to synthesize it. The reactants are: [F:1][C:2]([F:19])([C:15]([F:18])([F:17])[F:16])[CH2:3][N:4]=[CH:5][C:6]1[C:11]([F:12])=[CH:10][C:9]([F:13])=[CH:8][C:7]=1[F:14].C[Si]([C:24]#[N:25])(C)C.